Task: Predict the reaction yield, written as a fraction of the theoretical maximum amount of product (1.0 means a 100% yield; for example, 0.34 means a 34% yield).. Dataset: Reaction yield outcomes from USPTO patents with 853,638 reactions (1) The reactants are [CH3:1][C:2]1[CH:11]=[CH:10][C:9]2[C:8](=[O:12])[CH2:7][CH:6]([CH3:13])[CH2:5][C:4]=2[N:3]=1.[Br:14]Br. The catalyst is Br. The product is [Br:14][CH:7]1[CH:6]([CH3:13])[CH2:5][C:4]2[N:3]=[C:2]([CH3:1])[CH:11]=[CH:10][C:9]=2[C:8]1=[O:12]. The yield is 1.00. (2) The reactants are [CH2:1]([N:5]1[C:10]2[N:11]=[CH:12][CH:13]=[CH:14][C:9]=2[C:8](=[O:15])O[C:6]1=[O:16])[CH2:2][CH2:3][CH3:4].[O:17]=[S:18]1(=[O:34])[C:23]2[CH:24]=[CH:25][CH:26]=[CH:27][C:22]=2[NH:21][C:20]([CH2:28]C(OCC)=O)=[N:19]1.[H-].[Na+].C(O)(=O)C. The catalyst is C1COCC1.Cl. The product is [CH2:1]([N:5]1[C:10]2[C:9](=[CH:14][CH:13]=[CH:12][N:11]=2)[C:8]([OH:15])=[C:28]([C:20]2[NH:21][C:22]3[CH:27]=[CH:26][CH:25]=[CH:24][C:23]=3[S:18](=[O:34])(=[O:17])[N:19]=2)[C:6]1=[O:16])[CH2:2][CH2:3][CH3:4]. The yield is 0.330. (3) The reactants are [CH:1]([O:4][C:5]1[CH:6]=[C:7]([CH:19]=[C:20]([C:22](=[O:29])[NH:23][C:24]2[S:25][CH:26]=[CH:27][N:28]=2)[CH:21]=1)[O:8][C:9]1[CH:14]=[CH:13][C:12]([P:15](=[O:18])([OH:17])[OH:16])=[CH:11][CH:10]=1)([CH3:3])[CH3:2].CCN(C(C)C)C(C)C.[C:39]([O:45][CH:46](I)[CH3:47])(=[O:44])[C:40]([CH3:43])([CH3:42])[CH3:41]. The catalyst is C(#N)C.C(Cl)Cl. The product is [OH:18][P:15]([C:12]1[CH:13]=[CH:14][C:9]([O:8][C:7]2[CH:19]=[C:20]([C:22](=[O:29])[NH:23][C:24]3[S:25][CH:26]=[CH:27][N:28]=3)[CH:21]=[C:5]([O:4][CH:1]([CH3:3])[CH3:2])[CH:6]=2)=[CH:10][CH:11]=1)([O:17][CH:46]([O:45][C:39](=[O:44])[C:40]([CH3:43])([CH3:42])[CH3:41])[CH3:47])=[O:16]. The yield is 0.100.